The task is: Predict the reactants needed to synthesize the given product.. This data is from Full USPTO retrosynthesis dataset with 1.9M reactions from patents (1976-2016). The reactants are: [CH3:1][C:2]1[C:10]2[C:9]([O:11][CH2:12][C:13]3[O:17][N:16]=[C:15]([C:18]4[CH:23]=[CH:22][CH:21]=[CH:20][CH:19]=4)[CH:14]=3)=[N:8][CH:7]=[N:6][C:5]=2[S:4][CH:3]=1.ClCCl.[C:27]([OH:30])(=[O:29])[CH3:28]. Given the product [C:27]([OH:30])(=[O:29])[CH3:28].[CH3:1][C:2]1[C:10]2[C:9]([O:11][CH2:12][C:13]3[O:17][N:16]=[C:15]([C:18]4[CH:23]=[CH:22][CH:21]=[CH:20][CH:19]=4)[CH:14]=3)=[N:8][CH:7]=[N:6][C:5]=2[S:4][CH:3]=1, predict the reactants needed to synthesize it.